Task: Predict the reactants needed to synthesize the given product.. Dataset: Full USPTO retrosynthesis dataset with 1.9M reactions from patents (1976-2016) (1) Given the product [N:14]1[CH:15]=[CH:16][N:17]2[C:22]([C:23](=[O:25])[CH2:12][C:11]#[N:13])=[CH:21][CH:20]=[CH:19][C:18]=12, predict the reactants needed to synthesize it. The reactants are: [Li+].C[Si]([N-][Si](C)(C)C)(C)C.[C:11](#[N:13])[CH3:12].[N:14]1[CH:15]=[CH:16][N:17]2[C:22]([C:23]([O:25]C)=O)=[CH:21][CH:20]=[CH:19][C:18]=12.O. (2) Given the product [O:13]=[C:3]([NH:4][C@@H:5]([C:7]1[CH:12]=[CH:11][CH:10]=[CH:9][CH:8]=1)[CH3:6])[C:2]([C@@H:14]([NH:19][C:20](=[O:36])[O:21][CH2:22][C:23]1([CH2:27][O:28][C:29]2[CH:34]=[CH:33][N:32]=[C:31]([Cl:35])[N:30]=2)[CH2:26][CH2:25][CH2:24]1)[CH2:15][CH2:16][CH2:17][CH3:18])=[O:1], predict the reactants needed to synthesize it. The reactants are: [OH:1][CH:2]([C@@H:14]([NH:19][C:20](=[O:36])[O:21][CH2:22][C:23]1([CH2:27][O:28][C:29]2[CH:34]=[CH:33][N:32]=[C:31]([Cl:35])[N:30]=2)[CH2:26][CH2:25][CH2:24]1)[CH2:15][CH2:16][CH2:17][CH3:18])[C:3](=[O:13])[NH:4][C@@H:5]([C:7]1[CH:12]=[CH:11][CH:10]=[CH:9][CH:8]=1)[CH3:6].C(=O)(O)[O-].[Na+].CC(OI1(OC(C)=O)(OC(C)=O)OC(=O)C2C=CC=CC1=2)=O.C(OCC)(=O)C.CCCCCC. (3) The reactants are: [O:1]1[CH2:6][CH:5]=[C:4]([C:7]2[CH:12]=[CH:11][C:10]([S:13]([NH:16][C:17]3[C:26]([F:27])=[CH:25][C:20]([C:21]([O:23]C)=[O:22])=[C:19]([F:28])[CH:18]=3)(=[O:15])=[O:14])=[CH:9][CH:8]=2)[CH2:3][CH2:2]1.[H][H].Cl. Given the product [F:28][C:19]1[CH:18]=[C:17]([NH:16][S:13]([C:10]2[CH:11]=[CH:12][C:7]([CH:4]3[CH2:5][CH2:6][O:1][CH2:2][CH2:3]3)=[CH:8][CH:9]=2)(=[O:14])=[O:15])[C:26]([F:27])=[CH:25][C:20]=1[C:21]([OH:23])=[O:22], predict the reactants needed to synthesize it. (4) Given the product [CH2:10]([NH:12][C:2]1[N:7]=[N:6][C:5]([C:8]#[N:9])=[CH:4][CH:3]=1)[C:11]1[CH:18]=[CH:19][CH:14]=[CH:15][CH:16]=1, predict the reactants needed to synthesize it. The reactants are: Cl[C:2]1[N:7]=[N:6][C:5]([C:8]#[N:9])=[CH:4][CH:3]=1.[C:10](#[N:12])[CH3:11].C(Br)[C:14]1[CH:19]=[CH:18]C=[CH:16][CH:15]=1.CCN(C(C)C)C(C)C.